Dataset: Full USPTO retrosynthesis dataset with 1.9M reactions from patents (1976-2016). Task: Predict the reactants needed to synthesize the given product. (1) The reactants are: CS(O[CH2:6][CH:7]1[CH2:11][C:10]2[C:12]3[C:24]([C:25]([NH:27][CH3:28])=[O:26])=[C:23]([C:29]4[CH:34]=[CH:33][C:32]([F:35])=[CH:31][CH:30]=4)[O:22][C:13]=3[CH:14]=[C:15]([N:16]([CH3:21])[S:17]([CH3:20])(=[O:19])=[O:18])[C:9]=2[O:8]1)(=O)=O.[NH:36]1[CH2:41][CH2:40][O:39][CH2:38][CH2:37]1.C([O-])([O-])=O.[K+].[K+].O. Given the product [F:35][C:32]1[CH:31]=[CH:30][C:29]([C:23]2[O:22][C:13]3[CH:14]=[C:15]([N:16]([CH3:21])[S:17]([CH3:20])(=[O:19])=[O:18])[C:9]4[O:8][CH:7]([CH2:6][N:36]5[CH2:41][CH2:40][O:39][CH2:38][CH2:37]5)[CH2:11][C:10]=4[C:12]=3[C:24]=2[C:25]([NH:27][CH3:28])=[O:26])=[CH:34][CH:33]=1, predict the reactants needed to synthesize it. (2) The reactants are: [F:1][C:2]([F:34])([F:33])[C:3]1[CH:4]=[C:5]([CH:26]=[C:27]([C:29]([F:32])([F:31])[F:30])[CH:28]=1)[C:6]([N:8]1[CH2:25][CH2:24][C:11]2([N:15]([C:16]3[CH:21]=[CH:20][CH:19]=[CH:18][C:17]=3[CH3:22])[C:14](=[O:23])[NH:13][CH2:12]2)[CH2:10][CH2:9]1)=[O:7].[CH3:35]I. Given the product [F:34][C:2]([F:1])([F:33])[C:3]1[CH:4]=[C:5]([CH:26]=[C:27]([C:29]([F:32])([F:31])[F:30])[CH:28]=1)[C:6]([N:8]1[CH2:25][CH2:24][C:11]2([N:15]([C:16]3[CH:21]=[CH:20][CH:19]=[CH:18][C:17]=3[CH3:22])[C:14](=[O:23])[N:13]([CH3:35])[CH2:12]2)[CH2:10][CH2:9]1)=[O:7], predict the reactants needed to synthesize it. (3) Given the product [NH:17]1[C:18]2[C:14](=[CH:13][C:12]([N:5]3[C:6]4=[N:7][CH:8]=[CH:9][CH:10]=[C:11]4[N:3]([CH2:1][CH3:2])[C:4]3=[O:28])=[CH:20][CH:19]=2)[CH2:15][CH2:16]1, predict the reactants needed to synthesize it. The reactants are: [CH2:1]([N:3]1[C:11]2[C:6](=[N:7][CH:8]=[CH:9][CH:10]=2)[N:5]([C:12]2[CH:13]=[C:14]3[C:18](=[CH:19][CH:20]=2)[N:17](C(OC(C)(C)C)=O)[CH2:16][CH2:15]3)[C:4]1=[O:28])[CH3:2].Cl. (4) Given the product [C:8]([OH:10])(=[O:9])[C:2]1[CH:7]=[CH:6][CH:5]=[CH:4][CH:3]=1, predict the reactants needed to synthesize it. The reactants are: I[C:2]1[CH:7]=[CH:6][CH:5]=[CH:4][CH:3]=1.[C:8](=O)([O-:10])[O-:9].[K+].[K+].